Dataset: Reaction yield outcomes from USPTO patents with 853,638 reactions. Task: Predict the reaction yield, written as a fraction of the theoretical maximum amount of product (1.0 means a 100% yield; for example, 0.34 means a 34% yield). (1) The yield is 0.820. The product is [C:1]([O:5][C:6]([N:8]1[CH2:21][CH2:20][N:19]2[CH:10]([C:11](=[O:24])[NH:12][C:13]3[C:18]2=[N:17][CH:16]=[C:15]([CH2:22][N:53]2[CH2:52][CH2:51][N:50]([C:47]4[CH:46]=[CH:45][C:44]([Cl:43])=[CH:49][CH:48]=4)[CH2:55][CH2:54]2)[CH:14]=3)[CH2:9]1)=[O:7])([CH3:4])([CH3:2])[CH3:3]. The reactants are [C:1]([O:5][C:6]([N:8]1[CH2:21][CH2:20][N:19]2[CH:10]([C:11](=[O:24])[NH:12][C:13]3[C:18]2=[N:17][CH:16]=[C:15]([CH2:22]O)[CH:14]=3)[CH2:9]1)=[O:7])([CH3:4])([CH3:3])[CH3:2].[I-].C(C[P+](C)(C)C)#N.C(N(C(C)C)C(C)C)C.Cl.[Cl:43][C:44]1[CH:49]=[CH:48][C:47]([N:50]2[CH2:55][CH2:54][NH:53][CH2:52][CH2:51]2)=[CH:46][CH:45]=1. The catalyst is C(#N)CC. (2) The reactants are [C:1]([O:4][CH2:5][CH2:6][CH2:7][O:8][C:9]1[CH:10]=[C:11]2[C:16](=[CH:17][C:18]=1[O:19][CH3:20])[C:15]([C:21](=[O:31])[C:22]1[CH:27]=[CH:26][CH:25]=[C:24]([O:28][CH2:29][CH3:30])[CH:23]=1)=[N:14][CH:13]=[C:12]2[CH:32]=[O:33])(=[O:3])[CH3:2].O.P([O-])(O)(O)=[O:36].[Na+].CC(=CC)C.Cl([O-])=O.[Na+]. The catalyst is C(O)(C)(C)C.O. The product is [C:1]([O:4][CH2:5][CH2:6][CH2:7][O:8][C:9]1[CH:10]=[C:11]2[C:16](=[CH:17][C:18]=1[O:19][CH3:20])[C:15]([C:21](=[O:31])[C:22]1[CH:27]=[CH:26][CH:25]=[C:24]([O:28][CH2:29][CH3:30])[CH:23]=1)=[N:14][CH:13]=[C:12]2[C:32]([OH:36])=[O:33])(=[O:3])[CH3:2]. The yield is 0.210. (3) The reactants are [CH3:1][O:2][C:3]1[C:11]2[O:10][C:9]([C:12]3[CH:13]=[CH:14][C:15]([O:22][CH2:23][CH2:24][CH3:25])=[C:16]([CH:21]=3)[C:17]([O:19]C)=[O:18])=[CH:8][C:7]=2[CH:6]=[CH:5][CH:4]=1.[OH-].[K+]. The catalyst is CO. The product is [CH3:1][O:2][C:3]1[C:11]2[O:10][C:9]([C:12]3[CH:13]=[CH:14][C:15]([O:22][CH2:23][CH2:24][CH3:25])=[C:16]([CH:21]=3)[C:17]([OH:19])=[O:18])=[CH:8][C:7]=2[CH:6]=[CH:5][CH:4]=1. The yield is 0.970. (4) The product is [Cl:1][C:2]1[N:10]=[C:9]2[C:5]([N:6]=[C:7]([CH:31]=[O:32])[N:8]2[CH:11]2[CH2:16][CH2:15][CH2:14][CH2:13][O:12]2)=[C:4]([N:17]2[CH2:22][CH2:21][O:20][CH2:19][CH2:18]2)[N:3]=1. The catalyst is C1COCC1. The reactants are [Cl:1][C:2]1[N:10]=[C:9]2[C:5]([N:6]=[CH:7][N:8]2[CH:11]2[CH2:16][CH2:15][CH2:14][CH2:13][O:12]2)=[C:4]([N:17]2[CH2:22][CH2:21][O:20][CH2:19][CH2:18]2)[N:3]=1.[Li]CCCC.CN([CH:31]=[O:32])C. The yield is 0.520. (5) The reactants are [CH3:1][NH2:2].[C:3]1([CH:9]2[CH2:14][CH2:13][C:12](=O)[CH2:11][CH2:10]2)[CH:8]=[CH:7][CH:6]=[CH:5][CH:4]=1. The catalyst is C1COCC1. The product is [CH3:1][NH:2][C@H:12]1[CH2:13][CH2:14][C@H:9]([C:3]2[CH:8]=[CH:7][CH:6]=[CH:5][CH:4]=2)[CH2:10][CH2:11]1. The yield is 0.390. (6) The reactants are [CH3:1][C:2]1([CH3:19])[O:7][CH2:6][CH:5]([CH2:8][O:9][C:10]2[CH:15]=[CH:14][N+:13]([O-])=[C:12]([CH3:17])[C:11]=2[CH3:18])[CH2:4][O:3]1.C(OC(=O)C)(=[O:22])C.[OH-].[Na+]. The catalyst is CO. The product is [CH3:1][C:2]1([CH3:19])[O:7][CH2:6][CH:5]([CH2:8][O:9][C:10]2[CH:15]=[CH:14][N:13]=[C:12]([CH2:17][OH:22])[C:11]=2[CH3:18])[CH2:4][O:3]1. The yield is 0.772. (7) The reactants are [NH2:1][CH:2]([CH2:5][OH:6])[CH2:3][OH:4].[Cl:7][C:8]1[S:12][C:11]([S:13](Cl)(=[O:15])=[O:14])=[CH:10][CH:9]=1.C(N(CC)CC)C. The catalyst is C1COCC1. The product is [OH:4][CH2:3][CH:2]([NH:1][S:13]([C:11]1[S:12][C:8]([Cl:7])=[CH:9][CH:10]=1)(=[O:15])=[O:14])[CH2:5][OH:6]. The yield is 0.770. (8) The product is [NH:14]1[C:15]2[C:20](=[CH:19][CH:18]=[CH:17][CH:16]=2)[C:12](/[CH:11]=[CH:10]/[C:7]2[CH:8]=[CH:9][C:4]([C:3]([OH:2])=[O:22])=[CH:5][C:6]=2[NH:21][C:35]([C:31]2[S:30][CH:34]=[CH:33][CH:32]=2)=[O:36])=[N:13]1. The reactants are C[O:2][C:3](=[O:22])[C:4]1[CH:9]=[CH:8][C:7]([CH:10]=[CH:11][C:12]2[C:20]3[C:15](=[CH:16][CH:17]=[CH:18][CH:19]=3)[NH:14][N:13]=2)=[C:6]([NH2:21])[CH:5]=1.C(N(CC)CC)C.[S:30]1[CH:34]=[CH:33][CH:32]=[C:31]1[C:35](Cl)=[O:36].C(=O)([O-])O.[Na+].[OH-].[Na+].Cl. The yield is 0.410. The catalyst is C1COCC1.CO. (9) The reactants are [CH3:1][C:2]1[CH:3]=[C:4]([CH:8]=[CH:9][C:10]=1[C:11]([N:13]1[CH2:17][CH2:16][CH2:15][CH2:14]1)=[O:12])[C:5]([OH:7])=O.CN(C(ON1N=NC2C=CC=CC1=2)=[N+](C)C)C.[B-](F)(F)(F)F.C(N(C(C)C)CC)(C)C.[Cl:49][C:50]1[CH:63]=[CH:62][C:53]2[NH:54][C:55]([CH:57]([NH2:61])[CH2:58][O:59][CH3:60])=[N:56][C:52]=2[CH:51]=1.ClCl. The catalyst is O1CCCC1.ClCCl.CO. The product is [Cl:49][C:50]1[CH:63]=[CH:62][C:53]2[NH:54][C:55]([CH:57]([NH:61][C:5](=[O:7])[C:4]3[CH:8]=[CH:9][C:10]([C:11]([N:13]4[CH2:17][CH2:16][CH2:15][CH2:14]4)=[O:12])=[C:2]([CH3:1])[CH:3]=3)[CH2:58][O:59][CH3:60])=[N:56][C:52]=2[CH:51]=1. The yield is 0.470.